This data is from Reaction yield outcomes from USPTO patents with 853,638 reactions. The task is: Predict the reaction yield, written as a fraction of the theoretical maximum amount of product (1.0 means a 100% yield; for example, 0.34 means a 34% yield). (1) The reactants are [CH2:1]([Mg]Br)[CH2:2][C:3]1[CH:8]=[CH:7][CH:6]=[CH:5][CH:4]=1.Cl[C:12]1[C:13]2[CH:20]=[CH:19][NH:18][C:14]=2[N:15]=[CH:16][N:17]=1.[NH4+].[Cl-]. The catalyst is C1COCC1. The product is [C:3]1([CH2:2][CH2:1][C:12]2[C:13]3[CH:20]=[CH:19][NH:18][C:14]=3[N:15]=[CH:16][N:17]=2)[CH:8]=[CH:7][CH:6]=[CH:5][CH:4]=1. The yield is 0.540. (2) The reactants are Cl[C:2]1[C:3]([N:8]2[CH2:13][CH2:12][N:11]([C:14]([O:16][C:17]([CH3:20])([CH3:19])[CH3:18])=[O:15])[CH2:10][C@H:9]2[CH3:21])=[N:4][CH:5]=[CH:6][N:7]=1.[CH2:22]([OH:25])[CH2:23][OH:24].CC([O-])(C)C.[K+]. The catalyst is CS(C)=O. The product is [OH:24][CH2:23][CH2:22][O:25][C:2]1[C:3]([N:8]2[CH2:13][CH2:12][N:11]([C:14]([O:16][C:17]([CH3:20])([CH3:19])[CH3:18])=[O:15])[CH2:10][C@H:9]2[CH3:21])=[N:4][CH:5]=[CH:6][N:7]=1. The yield is 0.870. (3) The reactants are C(OC([N:8]1[CH2:13][CH2:12][N:11]([C:14]2[CH:19]=[CH:18][C:17]([C:20]([F:23])([F:22])[F:21])=[C:16]([F:24])[CH:15]=2)[CH2:10][CH2:9]1)=O)(C)(C)C.C(Cl)Cl. The catalyst is FC(F)(F)C(O)=O.ClCCl. The product is [F:24][C:16]1[CH:15]=[C:14]([N:11]2[CH2:12][CH2:13][NH:8][CH2:9][CH2:10]2)[CH:19]=[CH:18][C:17]=1[C:20]([F:22])([F:21])[F:23]. The yield is 0.780. (4) The reactants are [OH:1][C@H:2]1[C:6]2[N:7]=[CH:8][N:9]=[C:10]([C:11]3[CH2:16][CH2:15][N:14]([C:17]([O:19][C:20]([CH3:23])([CH3:22])[CH3:21])=[O:18])[CH2:13][CH:12]=3)[C:5]=2[C@H:4]([CH3:24])[CH2:3]1. The catalyst is CCOC(C)=O.[Pd]. The product is [OH:1][C@H:2]1[C:6]2[N:7]=[CH:8][N:9]=[C:10]([CH:11]3[CH2:12][CH2:13][N:14]([C:17]([O:19][C:20]([CH3:23])([CH3:22])[CH3:21])=[O:18])[CH2:15][CH2:16]3)[C:5]=2[C@H:4]([CH3:24])[CH2:3]1. The yield is 0.780. (5) The reactants are Cl[C:2]1[CH:7]=[CH:6][CH:5]=[C:4]([Cl:8])[N:3]=1.[CH3:9][N:10]([CH3:16])[CH:11]1[CH2:15][CH2:14][NH:13][CH2:12]1. No catalyst specified. The product is [Cl:8][C:4]1[N:3]=[C:2]([N:13]2[CH2:14][CH2:15][CH:11]([N:10]([CH3:16])[CH3:9])[CH2:12]2)[CH:7]=[CH:6][CH:5]=1. The yield is 0.900. (6) The reactants are [F:1][CH:2]([F:5])[CH2:3][OH:4].[S:6](Cl)([CH3:9])(=[O:8])=[O:7].C(N(CC)CC)C. The catalyst is C(Cl)Cl. The product is [F:1][CH:2]([F:5])[CH2:3][O:4][S:6]([CH3:9])(=[O:8])=[O:7]. The yield is 0.920. (7) The reactants are Cl[C:2]1[S:3][C:4]2[CH:10]=[C:9]([O:11][C:12]([F:15])([F:14])[F:13])[CH:8]=[CH:7][C:5]=2[N:6]=1.[Br:16][C:17]1[CH:23]=[CH:22][C:20]([NH2:21])=[C:19]([F:24])[CH:18]=1. The catalyst is C(O)CCC.O1CCOCC1. The product is [Br:16][C:17]1[CH:23]=[CH:22][C:20]([NH:21][C:2]2[S:3][C:4]3[CH:10]=[C:9]([O:11][C:12]([F:15])([F:14])[F:13])[CH:8]=[CH:7][C:5]=3[N:6]=2)=[C:19]([F:24])[CH:18]=1. The yield is 0.580.